Dataset: Forward reaction prediction with 1.9M reactions from USPTO patents (1976-2016). Task: Predict the product of the given reaction. (1) The product is: [Br:1][C:2]1[CH:3]=[CH:4][C:5]([C:8]2[CH:13]=[N:12][C:11]([C:14]#[N:15])=[N:19][CH:9]=2)=[CH:6][CH:7]=1. Given the reactants [Br:1][C:2]1[CH:7]=[CH:6][C:5]([C:8]2[CH:9]=C[C:11]([C:14]#[N:15])=[N:12][CH:13]=2)=[CH:4][CH:3]=1.BrC1C=[N:19]C(C#N)=NC=1.BrC1C=CC(B(O)O)=CC=1, predict the reaction product. (2) Given the reactants [C:1]1([NH:7][CH2:8][C:9]2[C:18]3[C:13](=[CH:14][CH:15]=[CH:16][CH:17]=3)[NH:12][C:11](=[O:19])[CH:10]=2)[CH:6]=[CH:5][CH:4]=[CH:3][CH:2]=1.[C:20](O)(=[O:27])[C:21]1[CH:26]=[CH:25][CH:24]=[N:23][CH:22]=1, predict the reaction product. The product is: [O:19]=[C:11]1[CH:10]=[C:9]([CH2:8][N:7]([C:1]2[CH:2]=[CH:3][CH:4]=[CH:5][CH:6]=2)[C:20](=[O:27])[C:21]2[CH:26]=[CH:25][CH:24]=[N:23][CH:22]=2)[C:18]2[C:13](=[CH:14][CH:15]=[CH:16][CH:17]=2)[NH:12]1.